This data is from Forward reaction prediction with 1.9M reactions from USPTO patents (1976-2016). The task is: Predict the product of the given reaction. Given the reactants [S:1]1[CH:5]=[C:4]([CH2:6][C@@H:7]([N:11]([C:13]([O:15][C:16]([CH3:19])([CH3:18])[CH3:17])=[O:14])[CH3:12])[C:8](O)=[O:9])[C:3]2[CH:20]=[CH:21][CH:22]=[CH:23][C:2]1=2.ON1C2N=CC=CC=2N=N1.CCN=C=NCCCN(C)C.Cl.[CH3:46][NH:47][C:48](=[O:59])[C@H:49]([NH:57][CH3:58])[CH2:50][C:51]1[CH:56]=[CH:55][CH:54]=[CH:53][CH:52]=1.C(N(C(C)C)CC)(C)C, predict the reaction product. The product is: [C:16]([O:15][C:13](=[O:14])[N:11]([C@@H:7]([C:8](=[O:9])[N:57]([CH3:58])[C@@H:49]([C:48](=[O:59])[NH:47][CH3:46])[CH2:50][C:51]1[CH:56]=[CH:55][CH:54]=[CH:53][CH:52]=1)[CH2:6][C:4]1[C:3]2[CH:20]=[CH:21][CH:22]=[CH:23][C:2]=2[S:1][CH:5]=1)[CH3:12])([CH3:17])([CH3:19])[CH3:18].